This data is from Reaction yield outcomes from USPTO patents with 853,638 reactions. The task is: Predict the reaction yield, written as a fraction of the theoretical maximum amount of product (1.0 means a 100% yield; for example, 0.34 means a 34% yield). (1) The reactants are [CH3:1][O:2][CH2:3][CH2:4][N:5]([CH2:33][CH2:34][CH3:35])[C:6]([C@H:8]1[CH2:13][CH2:12][C:11]2[C:14]3[C:19]([NH:20][C:21]4[CH:22]=[C:23]5[CH:31]=[N:30][NH:29][C:24]5=[N:25][C:26]=4[O:27]C)=[N:18][CH:17]=[N:16][C:15]=3[S:32][C:10]=2[CH2:9]1)=[O:7].C(O)C.Cl. The catalyst is C(N(CC)CC)C. The product is [OH:27][C:26]1[N:25]=[C:24]2[NH:29][N:30]=[CH:31][C:23]2=[CH:22][C:21]=1[NH:20][C:19]1[C:14]2[C:11]3[CH2:12][CH2:13][C@H:8]([C:6]([N:5]([CH2:4][CH2:3][O:2][CH3:1])[CH2:33][CH2:34][CH3:35])=[O:7])[CH2:9][C:10]=3[S:32][C:15]=2[N:16]=[CH:17][N:18]=1. The yield is 0.470. (2) The reactants are Cl[C:2]1[O:3][C:4]([C:7]2[N:12]=[C:11]([NH:13][C:14]3[CH:19]=[CH:18][C:17]([Cl:20])=[CH:16][N:15]=3)[CH:10]=[CH:9][CH:8]=2)=[CH:5][N:6]=1.[S:21]1[CH:25]=[CH:24][C:23](B(O)O)=[CH:22]1.C([O-])([O-])=O.[K+].[K+]. The catalyst is C1COCC1.O.C1C=CC([P]([Pd]([P](C2C=CC=CC=2)(C2C=CC=CC=2)C2C=CC=CC=2)([P](C2C=CC=CC=2)(C2C=CC=CC=2)C2C=CC=CC=2)[P](C2C=CC=CC=2)(C2C=CC=CC=2)C2C=CC=CC=2)(C2C=CC=CC=2)C2C=CC=CC=2)=CC=1. The product is [Cl:20][C:17]1[CH:18]=[CH:19][C:14]([NH:13][C:11]2[CH:10]=[CH:9][CH:8]=[C:7]([C:4]3[O:3][C:2]([C:23]4[CH:24]=[CH:25][S:21][CH:22]=4)=[N:6][CH:5]=3)[N:12]=2)=[N:15][CH:16]=1. The yield is 0.890. (3) The reactants are C([NH:8][C:9]1[CH:14]=[CH:13][C:12]([N+:15]([O-])=O)=[CH:11][C:10]=1[S:18]([NH2:21])(=[O:20])=[O:19])C1C=CC=CC=1.O. The catalyst is [Pd].CO. The product is [NH2:8][C:9]1[CH:14]=[CH:13][C:12]([NH2:15])=[CH:11][C:10]=1[S:18]([NH2:21])(=[O:19])=[O:20]. The yield is 0.936. (4) The reactants are C[O:2][C:3](=[O:23])[C@H:4]([CH2:13][S:14][C:15]1[CH:20]=[CH:19][C:18]([Br:21])=[CH:17][C:16]=1[NH2:22])[NH:5][C:6]([O:8][C:9]([CH3:12])([CH3:11])[CH3:10])=[O:7].[OH-].[Na+]. The catalyst is CC(OC)(C)C. The product is [C:9]([O:8][C:6]([NH:5][C@H:4]([C:3]([OH:23])=[O:2])[CH2:13][S:14][C:15]1[CH:20]=[CH:19][C:18]([Br:21])=[CH:17][C:16]=1[NH2:22])=[O:7])([CH3:12])([CH3:10])[CH3:11]. The yield is 0.998. (5) The reactants are C[O:2][C:3](=[O:12])[C:4]1[CH:9]=[CH:8][CH:7]=[C:6]([S:10][CH3:11])[CH:5]=1.[OH-].[Na+]. The catalyst is CO.C1COCC1. The product is [CH3:11][S:10][C:6]1[CH:5]=[C:4]([CH:9]=[CH:8][CH:7]=1)[C:3]([OH:12])=[O:2]. The yield is 0.970. (6) The reactants are C(O)(=O)C.CO[N:7]=[C:8]1[C:14](=[O:15])[NH:13][C:12]2[CH:16]=[CH:17][CH:18]=[CH:19][C:11]=2[NH:10][C:9]1=[O:20]. The catalyst is [Pd].C(OCC)(=O)C. The product is [NH2:7][CH:8]1[C:14](=[O:15])[NH:13][C:12]2[CH:16]=[CH:17][CH:18]=[CH:19][C:11]=2[NH:10][C:9]1=[O:20]. The yield is 0.840. (7) The reactants are CO[C:3]([C:5]1[C:14]([OH:15])=[C:13]2[C:8]([CH:9]=[CH:10][CH:11]=[N:12]2)=[C:7]([Br:16])[N:6]=1)=[O:4].[F:17][C:18]1[CH:25]=[CH:24][C:21]([CH2:22][NH2:23])=[CH:20][CH:19]=1.CC(O)=O.O. The catalyst is CCO.CN(C=O)C. The product is [Br:16][C:7]1[N:6]=[C:5]([C:3]([NH:23][CH2:22][C:21]2[CH:24]=[CH:25][C:18]([F:17])=[CH:19][CH:20]=2)=[O:4])[C:14]([OH:15])=[C:13]2[C:8]=1[CH:9]=[CH:10][CH:11]=[N:12]2. The yield is 0.960.